From a dataset of Forward reaction prediction with 1.9M reactions from USPTO patents (1976-2016). Predict the product of the given reaction. (1) Given the reactants [CH3:1][O:2][C:3]1[CH:34]=[CH:33][C:6]([CH2:7][N:8]2[C:12]([C:13](=[O:27])[C:14]3[CH:19]=[C:18]([O:20][CH3:21])[C:17]([O:22][CH3:23])=[CH:16][C:15]=3[N+:24]([O-:26])=[O:25])=[C:11]([C:28]([O:30]CC)=[O:29])[N:10]=[N:9]2)=[CH:5][CH:4]=1.[OH-].[Na+], predict the reaction product. The product is: [CH3:1][O:2][C:3]1[CH:4]=[CH:5][C:6]([CH2:7][N:8]2[C:12]([C:13](=[O:27])[C:14]3[CH:19]=[C:18]([O:20][CH3:21])[C:17]([O:22][CH3:23])=[CH:16][C:15]=3[N+:24]([O-:26])=[O:25])=[C:11]([C:28]([OH:30])=[O:29])[N:10]=[N:9]2)=[CH:33][CH:34]=1. (2) Given the reactants [CH:1](=O)[C:2]1[CH:7]=[CH:6][CH:5]=[CH:4][CH:3]=1.[NH2:9][C:10]1[CH:11]=[C:12]([N:21]2[CH2:26][CH2:25][N:24]([C:27]([C:29]3[CH:34]=[CH:33][CH:32]=[CH:31][CH:30]=3)=[O:28])[CH2:23][CH2:22]2)[CH:13]=[CH:14][C:15]=1[O:16][C:17]([F:20])([F:19])[F:18].C(O[BH-](OC(=O)C)OC(=O)C)(=O)C.[Na+].CC(O)=O, predict the reaction product. The product is: [CH2:1]([NH:9][C:10]1[CH:11]=[C:12]([N:21]2[CH2:22][CH2:23][N:24]([C:27]([C:29]3[CH:34]=[CH:33][CH:32]=[CH:31][CH:30]=3)=[O:28])[CH2:25][CH2:26]2)[CH:13]=[CH:14][C:15]=1[O:16][C:17]([F:18])([F:19])[F:20])[C:2]1[CH:7]=[CH:6][CH:5]=[CH:4][CH:3]=1. (3) Given the reactants [CH2:1]([O:8][P:9]([O:19][C:20]1[CH:28]=[C:27]2[C:23]([C@H:24]([CH2:39][Cl:40])[CH2:25][N:26]2[C:29]([C:31]23[CH2:35][C:33]([C:36]([OH:38])=O)([CH2:34]2)[CH2:32]3)=[O:30])=[C:22]2[C:41]([CH3:44])=[CH:42][S:43][C:21]=12)([O:11][CH2:12][C:13]1[CH:18]=[CH:17][CH:16]=[CH:15][CH:14]=1)=[O:10])[C:2]1[CH:7]=[CH:6][CH:5]=[CH:4][CH:3]=1.C(Cl)(=O)C([Cl:48])=O.C1COCC1, predict the reaction product. The product is: [P:9]([O:19][C:20]1[CH:28]=[C:27]2[C:23]([C@H:24]([CH2:39][Cl:40])[CH2:25][N:26]2[C:29]([C:31]23[CH2:34][C:33]([C:36]([Cl:48])=[O:38])([CH2:35]2)[CH2:32]3)=[O:30])=[C:22]2[C:41]([CH3:44])=[CH:42][S:43][C:21]=12)([O:11][CH2:12][C:13]1[CH:18]=[CH:17][CH:16]=[CH:15][CH:14]=1)([O:8][CH2:1][C:2]1[CH:3]=[CH:4][CH:5]=[CH:6][CH:7]=1)=[O:10]. (4) Given the reactants C(OC([N:8]1[C:12]([C:13]2[C:14]([CH3:26])=[N:15][N:16]([C:20]3[CH:25]=[CH:24][CH:23]=[CH:22][CH:21]=3)[C:17]=2[O:18][CH3:19])=[CH:11][C:10]([CH3:27])=[N:9]1)=O)(C)(C)C.C(OC(N1C(C)=CC(C2C(C)=NN(C3C=CC=CC=3)C=2OC)=N1)=O)(C)(C)C.FC(F)(F)C(O)=O, predict the reaction product. The product is: [CH3:19][O:18][C:17]1[N:16]([C:20]2[CH:21]=[CH:22][CH:23]=[CH:24][CH:25]=2)[N:15]=[C:14]([CH3:26])[C:13]=1[C:12]1[NH:8][N:9]=[C:10]([CH3:27])[CH:11]=1.